Dataset: Catalyst prediction with 721,799 reactions and 888 catalyst types from USPTO. Task: Predict which catalyst facilitates the given reaction. (1) Reactant: [CH2:1]1[CH:6]2[CH2:7][C:8]3([C:11](/[CH:13]=[CH:14]/[C:15]4[CH:20]=[CH:19][CH:18]=[N:17][CH:16]=4)=[O:12])[CH2:10][CH:4]([CH2:5]2)[CH2:3][CH:2]1[CH2:9]3. Product: [C:8]12([C:11](=[O:12])[CH2:13][CH2:14][C:15]3[CH:16]=[N:17][CH:18]=[CH:19][CH:20]=3)[CH2:10][CH:4]3[CH2:3][CH:2]([CH2:1][CH:6]([CH2:5]3)[CH2:7]1)[CH2:9]2. The catalyst class is: 19. (2) Reactant: [CH3:1][O:2][C:3]1[CH:4]=[C:5]2[C:10](=[CH:11][C:12]=1[O:13][CH3:14])[N:9]=[CH:8][CH:7]=[C:6]2[O:15][C:16]1[CH:22]=[CH:21][C:19]([NH2:20])=[C:18]([O:23][CH3:24])[CH:17]=1.C(N(CC)CC)C.ClC(Cl)(O[C:36](=[O:42])OC(Cl)(Cl)Cl)Cl.[CH2:44]([N:46]([C:50]1[CH:55]=[CH:54][CH:53]=[C:52]([CH3:56])[CH:51]=1)[CH2:47][CH2:48][NH2:49])[CH3:45]. Product: [CH3:1][O:2][C:3]1[CH:4]=[C:5]2[C:10](=[CH:11][C:12]=1[O:13][CH3:14])[N:9]=[CH:8][CH:7]=[C:6]2[O:15][C:16]1[CH:22]=[CH:21][C:19]([NH:20][C:36]([NH:49][CH2:48][CH2:47][N:46]([CH2:44][CH3:45])[C:50]2[CH:55]=[CH:54][CH:53]=[C:52]([CH3:56])[CH:51]=2)=[O:42])=[C:18]([O:23][CH3:24])[CH:17]=1. The catalyst class is: 146.